Dataset: Forward reaction prediction with 1.9M reactions from USPTO patents (1976-2016). Task: Predict the product of the given reaction. Given the reactants [C:1]1([CH:8]=[CH:7][C:5]([OH:6])=[CH:4][CH:3]=1)[OH:2].[Br:9][CH2:10][CH2:11][CH2:12][CH2:13][CH2:14][CH2:15]Br.[OH-].[K+], predict the reaction product. The product is: [Br:9][CH2:10][CH2:11][CH2:12][CH2:13][CH2:14][CH2:15][O:2][C:1]1[CH:8]=[CH:7][C:5]([OH:6])=[CH:4][CH:3]=1.